Predict the reactants needed to synthesize the given product. From a dataset of Retrosynthesis with 50K atom-mapped reactions and 10 reaction types from USPTO. (1) Given the product COc1ccc(NC(=O)c2ccc(-c3cc(C(=O)Nc4nccs4)ccc3C)nc2)cc1, predict the reactants needed to synthesize it. The reactants are: COc1ccc(NC(=O)c2ccc(Cl)nc2)cc1.Cc1ccc(C(=O)Nc2nccs2)cc1B1OC(C)(C)C(C)(C)O1. (2) Given the product O=C(c1ccc(F)c(F)c1Nc1ccc(I)cc1F)N1CC(O)(CCO)C1, predict the reactants needed to synthesize it. The reactants are: O=C(O)c1ccc(F)c(F)c1Nc1ccc(I)cc1F.OCCC1(O)CNC1. (3) Given the product O=C(NCc1cccnc1)c1ccc2n1Cc1ccccc1N(C(=O)c1ccc(-c3ccccc3/C=N/O)cc1)C2, predict the reactants needed to synthesize it. The reactants are: NO.O=Cc1ccccc1-c1ccc(C(=O)N2Cc3ccc(C(=O)NCc4cccnc4)n3Cc3ccccc32)cc1. (4) Given the product CC[C@H](Nc1ncnc(N)c1-c1ncn(C)n1)c1nc2cccc(C)c2c(=O)n1-c1ccccc1C, predict the reactants needed to synthesize it. The reactants are: CC[C@H](N)c1nc2cccc(C)c2c(=O)n1-c1ccccc1C.Cn1cnc(-c2c(N)ncnc2Cl)n1.